Dataset: Forward reaction prediction with 1.9M reactions from USPTO patents (1976-2016). Task: Predict the product of the given reaction. (1) Given the reactants [F:1][C:2]([F:12])([F:11])[C:3]1[N:10]=[CH:9][CH:8]=[CH:7][C:4]=1[C:5]#[N:6].[N-:13]=[N+:14]=[N-:15].[Na+].[Cl-].[NH4+].Cl, predict the reaction product. The product is: [N:6]1[NH:13][N:14]=[N:15][C:5]=1[C:4]1[C:3]([C:2]([F:11])([F:1])[F:12])=[N:10][CH:9]=[CH:8][CH:7]=1. (2) Given the reactants Cl.[CH3:2][NH:3][OH:4].CO[Na].[Br:8][C:9]1[CH:10]=[C:11]2C(=[CH:17][C:18]=1[F:19])O[CH:14]([C:20]1[CH:25]=[CH:24][CH:23]=[CH:22][CH:21]=1)[CH2:13][C:12]2=[N:26][C:27]#[N:28].[CH3:29][OH:30], predict the reaction product. The product is: [Br:8][C:9]1[CH:10]=[C:11]2[C:12]3([O:4][N:3]([CH3:2])[C:27]([NH2:28])=[N:26]3)[CH2:13][CH:14]([C:20]3[CH:21]=[CH:22][CH:23]=[CH:24][CH:25]=3)[O:30][C:29]2=[CH:17][C:18]=1[F:19]. (3) Given the reactants [Cl:1][C:2]1[CH:3]=[C:4]([CH:8]([NH2:16])[CH2:9][C:10]2[CH:15]=[CH:14][CH:13]=[CH:12][CH:11]=2)[CH:5]=[CH:6][CH:7]=1.[NH:17]1[CH2:21][CH2:20][N:19]=[C:18]1S(O)(=O)=O.C(N(CC)CC)C, predict the reaction product. The product is: [Cl:1][C:2]1[CH:3]=[C:4]([CH:8]([NH:16][C:18]2[NH:19][CH2:20][CH2:21][N:17]=2)[CH2:9][C:10]2[CH:11]=[CH:12][CH:13]=[CH:14][CH:15]=2)[CH:5]=[CH:6][CH:7]=1. (4) The product is: [CH3:1][O:2][C:3]1[CH:4]=[CH:5][C:6]2[C:10]([O:11][C:12]3[CH:17]=[CH:16][C:15](/[CH:18]=[CH:19]/[C:20]4[NH:22][N:38]=[N:37][N:36]=4)=[CH:14][CH:13]=3)=[C:9]([C:23]3[CH:24]=[CH:25][C:26]([O:29][CH3:30])=[CH:27][CH:28]=3)[S:8][C:7]=2[CH:31]=1. Given the reactants [CH3:1][O:2][C:3]1[CH:4]=[CH:5][C:6]2[C:10]([O:11][C:12]3[CH:17]=[CH:16][C:15](/[CH:18]=[CH:19]/[C:20]([NH2:22])=O)=[CH:14][CH:13]=3)=[C:9]([C:23]3[CH:28]=[CH:27][C:26]([O:29][CH3:30])=[CH:25][CH:24]=3)[S:8][C:7]=2[CH:31]=1.[Si]([N:36]=[N+:37]=[N-:38])(C)(C)C, predict the reaction product. (5) Given the reactants [N:1]1[CH:6]=[CH:5][CH:4]=[CH:3][C:2]=1[CH2:7][OH:8].[H-].[Na+].[Cl:11][C:12]1[N:17]=[C:16]2[CH2:18][CH2:19][CH2:20][C:15]2=[C:14](Cl)[CH:13]=1, predict the reaction product. The product is: [ClH:11].[ClH:11].[N:1]1[CH:6]=[CH:5][CH:4]=[C:3]([C:14]2[CH:13]=[C:12]([O:8][CH2:7][C:2]3[CH:3]=[CH:4][CH:5]=[CH:6][N:1]=3)[N:17]=[C:16]3[CH2:18][CH2:19][CH2:20][C:15]=23)[CH:2]=1.